From a dataset of Catalyst prediction with 721,799 reactions and 888 catalyst types from USPTO. Predict which catalyst facilitates the given reaction. Reactant: CS(O[CH2:6][CH2:7][C:8]1[CH:13]=[CH:12][CH:11]=[C:10]([F:14])[CH:9]=1)(=O)=O.Cl.Cl.[CH2:17]([N:19]1[CH2:23][CH2:22][C@@H:21]([NH2:24])[CH2:20]1)[CH3:18].C(=O)([O-])[O-].[K+].[K+]. Product: [CH2:17]([N:19]1[CH2:23][CH2:22][C@@H:21]([NH:24][CH2:6][CH2:7][C:8]2[CH:13]=[CH:12][CH:11]=[C:10]([F:14])[CH:9]=2)[CH2:20]1)[CH3:18]. The catalyst class is: 10.